This data is from Forward reaction prediction with 1.9M reactions from USPTO patents (1976-2016). The task is: Predict the product of the given reaction. (1) Given the reactants Br[C:2]1[CH:7]=[C:6]([O:8][CH2:9][CH3:10])[C:5]([C:11]([F:14])([F:13])[F:12])=[CH:4][C:3]=1[N+:15]([O-:17])=[O:16].[C:18]([Cu])#[N:19].Cl, predict the reaction product. The product is: [CH2:9]([O:8][C:6]1[C:5]([C:11]([F:14])([F:13])[F:12])=[CH:4][C:3]([N+:15]([O-:17])=[O:16])=[C:2]([CH:7]=1)[C:18]#[N:19])[CH3:10]. (2) Given the reactants [NH:1]1[CH:5]=[CH:4][CH:3]=[N:2]1.I[C:7]1[CH:12]=[CH:11][C:10]([O:13][CH3:14])=[CH:9][CH:8]=1, predict the reaction product. The product is: [CH3:14][O:13][C:10]1[CH:11]=[CH:12][C:7]([N:1]2[CH:5]=[CH:4][CH:3]=[N:2]2)=[CH:8][CH:9]=1.